From a dataset of NCI-60 drug combinations with 297,098 pairs across 59 cell lines. Regression. Given two drug SMILES strings and cell line genomic features, predict the synergy score measuring deviation from expected non-interaction effect. Drug 1: CCC(=C(C1=CC=CC=C1)C2=CC=C(C=C2)OCCN(C)C)C3=CC=CC=C3.C(C(=O)O)C(CC(=O)O)(C(=O)O)O. Drug 2: CN(C(=O)NC(C=O)C(C(C(CO)O)O)O)N=O. Cell line: HOP-92. Synergy scores: CSS=5.64, Synergy_ZIP=-0.796, Synergy_Bliss=3.86, Synergy_Loewe=2.02, Synergy_HSA=2.25.